Dataset: Forward reaction prediction with 1.9M reactions from USPTO patents (1976-2016). Task: Predict the product of the given reaction. (1) The product is: [CH:36]1([N:10]2[CH:11]=[C:7]([C:4]3[CH:5]=[CH:6][N:1]=[CH:2][CH:3]=3)[C:8]([C:12]3[CH:17]=[CH:16][C:15]([C:18]#[C:19][C:20]4[CH:29]=[CH:28][C:27]5[C:22](=[CH:23][CH:24]=[CH:25][CH:26]=5)[N:21]=4)=[CH:14][CH:13]=3)=[N:9]2)[CH2:38][CH2:37]1. Given the reactants [N:1]1[CH:6]=[CH:5][C:4]([C:7]2[C:8]([C:12]3[CH:17]=[CH:16][C:15]([C:18]#[C:19][C:20]4[CH:29]=[CH:28][C:27]5[C:22](=[CH:23][CH:24]=[CH:25][CH:26]=5)[N:21]=4)=[CH:14][CH:13]=3)=[N:9][NH:10][CH:11]=2)=[CH:3][CH:2]=1.C([O-])([O-])=O.[Cs+].[Cs+].[CH:36]1(B(O)O)[CH2:38][CH2:37]1.N1C2C(=CC=C3C=2N=CC=C3)C=CC=1, predict the reaction product. (2) The product is: [O:11]=[C:6]1[CH2:5][C:4]2[C:8](=[CH:9][CH:10]=[C:2]([NH:1][C:19](=[O:21])[CH3:20])[CH:3]=2)[NH:7]1. Given the reactants [NH2:1][C:2]1[CH:3]=[C:4]2[C:8](=[CH:9][CH:10]=1)[NH:7][C:6](=[O:11])[CH2:5]2.C(N(CC)CC)C.[C:19](Cl)(=[O:21])[CH3:20].C(OCC)(=O)C, predict the reaction product. (3) Given the reactants [CH2:1]([C:8]1([N:15]([CH3:17])[CH3:16])[CH2:13][CH2:12][CH:11]([OH:14])[CH2:10][CH2:9]1)[C:2]1[CH:7]=[CH:6][CH:5]=[CH:4][CH:3]=1.CC(C)([O-])C.[K+].[F:24][C:25]1[CH:26]=[C:27]([CH:30]=[CH:31][CH:32]=1)[CH2:28]Cl, predict the reaction product. The product is: [CH2:1]([C:8]1([N:15]([CH3:16])[CH3:17])[CH2:13][CH2:12][CH:11]([O:14][CH2:28][C:27]2[CH:30]=[CH:31][CH:32]=[C:25]([F:24])[CH:26]=2)[CH2:10][CH2:9]1)[C:2]1[CH:7]=[CH:6][CH:5]=[CH:4][CH:3]=1. (4) Given the reactants [CH2:1]([O:8][C:9]1[CH:14]=[CH:13][C:12]([OH:15])=[CH:11][CH:10]=1)[C:2]1[CH:7]=[CH:6][CH:5]=[CH:4][CH:3]=1.[H-].[Na+].F[C:19]1[CH:24]=[C:23]([N:25]2[C:30](=[O:31])[CH:29]=[C:28]([C:32]([F:35])([F:34])[F:33])[N:27]([CH3:36])[C:26]2=[O:37])[C:22]([F:38])=[CH:21][C:20]=1[N+:39]([O-:41])=[O:40], predict the reaction product. The product is: [CH2:1]([O:8][C:9]1[CH:10]=[CH:11][C:12]([O:15][C:19]2[CH:24]=[C:23]([N:25]3[C:30](=[O:31])[CH:29]=[C:28]([C:32]([F:34])([F:35])[F:33])[N:27]([CH3:36])[C:26]3=[O:37])[C:22]([F:38])=[CH:21][C:20]=2[N+:39]([O-:41])=[O:40])=[CH:13][CH:14]=1)[C:2]1[CH:3]=[CH:4][CH:5]=[CH:6][CH:7]=1. (5) Given the reactants [CH2:1]([O:8][C:9]1[CH:10]=[C:11]2[C:15](=[CH:16][CH:17]=1)[NH:14][CH:13]=[C:12]2[CH2:18][CH2:19][N:20]1[C:28](=[O:29])[C:27]2[C:22](=[CH:23][CH:24]=[CH:25][CH:26]=2)[C:21]1=[O:30])[C:2]1[CH:7]=[CH:6][CH:5]=[CH:4][CH:3]=1.[CH:31]([Si:34](OS(C(F)(F)F)(=O)=O)([CH:38]([CH3:40])[CH3:39])[CH:35]([CH3:37])[CH3:36])([CH3:33])[CH3:32].C([O-])(O)=O.[Na+], predict the reaction product. The product is: [CH2:1]([O:8][C:9]1[CH:10]=[C:11]2[C:15](=[CH:16][CH:17]=1)[N:14]([Si:34]([CH:38]([CH3:40])[CH3:39])([CH:35]([CH3:37])[CH3:36])[CH:31]([CH3:33])[CH3:32])[CH:13]=[C:12]2[CH2:18][CH2:19][N:20]1[C:21](=[O:30])[C:22]2[C:27](=[CH:26][CH:25]=[CH:24][CH:23]=2)[C:28]1=[O:29])[C:2]1[CH:3]=[CH:4][CH:5]=[CH:6][CH:7]=1. (6) Given the reactants [Cl:1][C:2]1[CH:7]=[CH:6][C:5]([C:8]2[CH:13]=[CH:12][CH:11]=[C:10]([F:14])[CH:9]=2)=[CH:4][C:3]=1[CH2:15][NH:16][C:17]1[C:18]([F:31])=[C:19]([CH:27]=[CH:28][C:29]=1[F:30])[O:20][CH2:21][C:22]([O:24]CC)=[O:23].[OH-].[Na+], predict the reaction product. The product is: [Cl:1][C:2]1[CH:7]=[CH:6][C:5]([C:8]2[CH:13]=[CH:12][CH:11]=[C:10]([F:14])[CH:9]=2)=[CH:4][C:3]=1[CH2:15][NH:16][C:17]1[C:18]([F:31])=[C:19]([CH:27]=[CH:28][C:29]=1[F:30])[O:20][CH2:21][C:22]([OH:24])=[O:23]. (7) Given the reactants [CH3:1][N:2]1[C:10]([CH:11]=O)=[N:9][C:8]2[C:3]1=[N:4][C:5]([N:19]1[C:23]3[CH:24]=[CH:25][CH:26]=[CH:27][C:22]=3[N:21]=[C:20]1[CH3:28])=[N:6][C:7]=2[N:13]1[CH2:18][CH2:17][O:16][CH2:15][CH2:14]1.[N:29]1([CH2:34][CH2:35][NH2:36])[CH:33]=[CH:32][CH:31]=[N:30]1, predict the reaction product. The product is: [CH3:1][N:2]1[C:10]([CH2:11][NH:36][CH2:35][CH2:34][N:29]2[CH:33]=[CH:32][CH:31]=[N:30]2)=[N:9][C:8]2[C:3]1=[N:4][C:5]([N:19]1[C:23]3[CH:24]=[CH:25][CH:26]=[CH:27][C:22]=3[N:21]=[C:20]1[CH3:28])=[N:6][C:7]=2[N:13]1[CH2:14][CH2:15][O:16][CH2:17][CH2:18]1. (8) Given the reactants [Cl:1][C:2]1[CH:11]=[C:10]([CH3:12])[C:9]2[C:4](=[CH:5][CH:6]=[C:7]([F:13])[CH:8]=2)[N:3]=1.FC1[CH:21]=[CH:20][C:18]([NH2:19])=[CH:17][CH:16]=1.Cl[C:23]1[CH:32]=CC2[C:25](=[CH:26]C=CC=2)[N:24]=1.P(Cl)(Cl)(Cl)=O, predict the reaction product. The product is: [ClH:1].[CH2:20]([CH:18]([N:19]1[CH2:26][CH2:25][N:24]([C:2]2[CH:11]=[C:10]([CH3:12])[C:9]3[C:4](=[CH:5][CH:6]=[C:7]([F:13])[CH:8]=3)[N:3]=2)[CH2:23][CH2:32]1)[CH2:17][CH3:16])[CH3:21].